Task: Predict the product of the given reaction.. Dataset: Forward reaction prediction with 1.9M reactions from USPTO patents (1976-2016) (1) Given the reactants [CH:1]([N:14]1[CH2:17][C:16]([CH2:19][O:20][C:21]2[C:29]([CH:30]3[CH2:32][CH2:31]3)=[CH:28][C:24]([C:25](O)=[O:26])=[C:23]([F:33])[CH:22]=2)([CH3:18])[CH2:15]1)([C:8]1[CH:13]=[CH:12][CH:11]=[CH:10][CH:9]=1)[C:2]1[CH:7]=[CH:6][CH:5]=[CH:4][CH:3]=1.[N:34]1([S:38]([NH2:41])(=[O:40])=[O:39])[CH2:37][CH2:36][CH2:35]1, predict the reaction product. The product is: [N:34]1([S:38]([NH:41][C:25](=[O:26])[C:24]2[CH:28]=[C:29]([CH:30]3[CH2:32][CH2:31]3)[C:21]([O:20][CH2:19][C:16]3([CH3:18])[CH2:15][N:14]([CH:1]([C:2]4[CH:7]=[CH:6][CH:5]=[CH:4][CH:3]=4)[C:8]4[CH:9]=[CH:10][CH:11]=[CH:12][CH:13]=4)[CH2:17]3)=[CH:22][C:23]=2[F:33])(=[O:40])=[O:39])[CH2:37][CH2:36][CH2:35]1. (2) The product is: [CH3:13][N:8]1[C:4]2[C:3](=[C:2]([N:15]([CH3:14])[C:16]3[CH:21]=[CH:20][CH:19]=[CH:18][CH:17]=3)[CH:7]=[CH:6][CH:22]=2)[C:10]([CH:11]=[O:12])=[CH:9]1. Given the reactants Br[C:2]1[CH:7]=[CH:6]N=[C:4]2[N:8]([CH3:13])[CH:9]=[C:10]([CH:11]=[O:12])[C:3]=12.[CH3:14][NH:15][C:16]1[CH:21]=[CH:20][CH:19]=[CH:18][CH:17]=1.[CH:22]1(P(C2CCCCC2)C2C=CC=CC=2C2C(C(C)C)=CC(C(C)C)=CC=2C(C)C)CCCCC1.C(=O)([O-])[O-].[K+].[K+], predict the reaction product. (3) Given the reactants [CH2:1]([C:5]1[C:9]([CH2:10][O:11][C:12]2[CH:20]=[CH:19][C:15]([C:16]([OH:18])=O)=[CH:14][N:13]=2)=[C:8]([CH3:21])[O:7][N:6]=1)[CH2:2][CH2:3][CH3:4].[NH:22]1[CH2:25][CH2:24][CH2:23]1, predict the reaction product. The product is: [N:22]1([C:16]([C:15]2[CH:14]=[N:13][C:12]([O:11][CH2:10][C:9]3[C:5]([CH2:1][CH2:2][CH2:3][CH3:4])=[N:6][O:7][C:8]=3[CH3:21])=[CH:20][CH:19]=2)=[O:18])[CH2:25][CH2:24][CH2:23]1. (4) Given the reactants [Br:1][C:2]1[CH:3]=[N:4][CH:5]=[C:6]([CH:8]2[CH2:12][CH2:11][CH2:10][NH:9]2)[CH:7]=1.N1C=CC=CC=1.[CH3:19][S:20](Cl)(=[O:22])=[O:21], predict the reaction product. The product is: [Br:1][C:2]1[CH:3]=[N:4][CH:5]=[C:6]([CH:8]2[CH2:12][CH2:11][CH2:10][N:9]2[S:20]([CH3:19])(=[O:22])=[O:21])[CH:7]=1. (5) Given the reactants [C:1]([C@H:3]1[CH2:8][CH2:7][C@H:6]([C:9]([O:11]C)=[O:10])[CH2:5][CH2:4]1)#[N:2].[OH-].[Li+].Cl, predict the reaction product. The product is: [C:1]([C@H:3]1[CH2:4][CH2:5][C@H:6]([C:9]([OH:11])=[O:10])[CH2:7][CH2:8]1)#[N:2]. (6) Given the reactants [Cl:1][C:2]1[N:7]=[C:6](O)[N:5]2[N:9]=[CH:10][N:11]=[C:4]2[CH:3]=1.O=P(Cl)(Cl)[Cl:14], predict the reaction product. The product is: [Cl:14][C:6]1[N:5]2[N:9]=[CH:10][N:11]=[C:4]2[CH:3]=[C:2]([Cl:1])[N:7]=1.